Predict the reactants needed to synthesize the given product. From a dataset of Full USPTO retrosynthesis dataset with 1.9M reactions from patents (1976-2016). (1) Given the product [ClH:3].[CH3:22][N:20]([CH3:21])[C:11]1([C:14]2[CH:15]=[CH:16][CH:17]=[CH:18][CH:19]=2)[CH2:12][CH2:13][C:8](=[CH:7][C:6]([OH:23])=[O:5])[CH2:9][CH2:10]1, predict the reactants needed to synthesize it. The reactants are: [OH-].[K+].[ClH:3].C[O:5][C:6](=[O:23])[CH:7]=[C:8]1[CH2:13][CH2:12][C:11]([N:20]([CH3:22])[CH3:21])([C:14]2[CH:19]=[CH:18][CH:17]=[CH:16][CH:15]=2)[CH2:10][CH2:9]1.CCOCC.Cl. (2) Given the product [CH3:1][O:2][C:3](=[O:12])[C:4]1[CH:9]=[CH:8][C:7]([C:13]#[N:14])=[C:6]([CH3:11])[CH:5]=1, predict the reactants needed to synthesize it. The reactants are: [CH3:1][O:2][C:3](=[O:12])[C:4]1[CH:9]=[CH:8][C:7](Br)=[C:6]([CH3:11])[CH:5]=1.[CH3:13][N:14](C=O)C.